This data is from Forward reaction prediction with 1.9M reactions from USPTO patents (1976-2016). The task is: Predict the product of the given reaction. Given the reactants [NH2:1][C:2]1[CH:7]=[CH:6][C:5]([C:8]2[N:9]([CH:23]3[CH2:26][CH2:25][CH2:24]3)[C:10]3[C:15]([C:16]=2[C:17]#[N:18])=[CH:14][CH:13]=[C:12]([O:19][CH2:20][CH2:21][Cl:22])[CH:11]=3)=[CH:4][CH:3]=1.C1(C)C=CC=CC=1.[CH:34]1([C@H:37]([OH:39])[CH3:38])[CH2:36][CH2:35]1.[C:40](Cl)(Cl)=[O:41], predict the reaction product. The product is: [CH:34]1([CH:37]([O:39][C:40](=[O:41])[NH:1][C:2]2[CH:7]=[CH:6][C:5]([C:8]3[N:9]([CH:23]4[CH2:26][CH2:25][CH2:24]4)[C:10]4[C:15]([C:16]=3[C:17]#[N:18])=[CH:14][CH:13]=[C:12]([O:19][CH2:20][CH2:21][Cl:22])[CH:11]=4)=[CH:4][CH:3]=2)[CH3:38])[CH2:36][CH2:35]1.